Task: Predict the reactants needed to synthesize the given product.. Dataset: Full USPTO retrosynthesis dataset with 1.9M reactions from patents (1976-2016) (1) Given the product [NH2:1][C:2]1[CH:3]=[C:4]([C:8]2[CH:17]=[C:16]3[C:11]([CH2:12][CH2:13][N:14]([C:18]4[C:27]5[C:22](=[N:23][CH:24]=[CH:25][CH:26]=5)[N:21]([OH:28])[C:20](=[O:36])[CH:19]=4)[CH2:15]3)=[CH:10][CH:9]=2)[CH:5]=[CH:6][CH:7]=1, predict the reactants needed to synthesize it. The reactants are: [NH2:1][C:2]1[CH:3]=[C:4]([C:8]2[CH:17]=[C:16]3[C:11]([CH2:12][CH2:13][N:14]([C:18]4[C:27]5[C:22](=[N:23][CH:24]=[CH:25][CH:26]=5)[N:21]([O:28]CC5C=CC=CC=5)[C:20](=[O:36])[CH:19]=4)[CH2:15]3)=[CH:10][CH:9]=2)[CH:5]=[CH:6][CH:7]=1. (2) Given the product [Br:1][C:7]1[O:3][C:4]([C:8]2[CH:13]=[CH:12][N:11]=[CH:10][CH:9]=2)=[CH:5][CH:6]=1, predict the reactants needed to synthesize it. The reactants are: [Br:1]Br.[O:3]1[CH:7]=[CH:6][CH:5]=[C:4]1[C:8]1[CH:13]=[CH:12][N:11]=[CH:10][CH:9]=1. (3) The reactants are: C([O:8][CH2:9][C:10]([CH2:23][O:24]CC1C=CC=CC=1)([CH2:14][O:15]CC1C=CC=CC=1)[C:11](O)=[O:12])C1C=CC=CC=1.[OH:32][CH2:33][C@H:34]1[O:38][C:37](=[O:39])[N:36]([C:40]2[CH:49]=[C:48]3[C:43]([CH:44]=[C:45]([C:51]4[CH:56]=[CH:55][CH:54]=[CH:53][C:52]=4[C:57]([F:60])([F:59])[F:58])[NH:46][C:47]3=[O:50])=[CH:42][CH:41]=2)[CH2:35]1.[H][H]. Given the product [OH:12][CH2:11][C:10]([CH2:23][OH:24])([CH2:14][OH:15])[C:9]([O:32][CH2:33][C@H:34]1[O:38][C:37](=[O:39])[N:36]([C:40]2[CH:49]=[C:48]3[C:43]([CH:44]=[C:45]([C:51]4[CH:56]=[CH:55][CH:54]=[CH:53][C:52]=4[C:57]([F:59])([F:58])[F:60])[NH:46][C:47]3=[O:50])=[CH:42][CH:41]=2)[CH2:35]1)=[O:8], predict the reactants needed to synthesize it.